From a dataset of Full USPTO retrosynthesis dataset with 1.9M reactions from patents (1976-2016). Predict the reactants needed to synthesize the given product. Given the product [C:29]([O:28][C:26]([N:4]1[CH2:5][CH2:6][C:7]2[O:11][C:10]3[C:12]([Cl:25])=[CH:13][C:14]([S:16]([C:19]4[CH:20]=[CH:21][CH:22]=[CH:23][CH:24]=4)(=[O:17])=[O:18])=[CH:15][C:9]=3[C:8]=2[CH:3]1[C:33]([OH:35])=[O:34])=[O:27])([CH3:32])([CH3:30])[CH3:31], predict the reactants needed to synthesize it. The reactants are: C([C:3]1([C:33]([O-:35])=[O:34])[C:8]2[C:9]3[CH:15]=[C:14]([S:16]([C:19]4[CH:24]=[CH:23][CH:22]=[CH:21][CH:20]=4)(=[O:18])=[O:17])[CH:13]=[C:12]([Cl:25])[C:10]=3[O:11][C:7]=2[CH2:6][CH2:5][N:4]1[C:26]([O:28][C:29]([CH3:32])([CH3:31])[CH3:30])=[O:27])C.O.[OH-].[Li+].Cl.